Dataset: Forward reaction prediction with 1.9M reactions from USPTO patents (1976-2016). Task: Predict the product of the given reaction. (1) Given the reactants [O:1]1[CH2:6][CH2:5][CH2:4][CH2:3][CH:2]1[N:7]1[CH:11]=[C:10]([C:12]2[CH:17]=[CH:16][N:15]=[C:14]3[NH:18][CH:19]=[CH:20][C:13]=23)[C:9]([CH2:21][OH:22])=[N:8]1.CC(OI1(OC(C)=O)(OC(C)=O)OC(=O)C2C=CC=CC1=2)=O, predict the reaction product. The product is: [O:1]1[CH2:6][CH2:5][CH2:4][CH2:3][CH:2]1[N:7]1[CH:11]=[C:10]([C:12]2[CH:17]=[CH:16][N:15]=[C:14]3[NH:18][CH:19]=[CH:20][C:13]=23)[C:9]([CH:21]=[O:22])=[N:8]1. (2) Given the reactants [F:1][C:2]([F:17])([F:16])[C:3]([NH:5][CH2:6][CH2:7][CH2:8][C:9]1[CH:14]=[CH:13][C:12](I)=[CH:11][CH:10]=1)=[O:4].[CH3:18][O:19][C:20]([C:22]1[CH:27]=[CH:26][C:25](B(O)O)=[CH:24][CH:23]=1)=[O:21].C(=O)([O-])[O-].[Na+].[Na+], predict the reaction product. The product is: [F:1][C:2]([F:17])([F:16])[C:3]([NH:5][CH2:6][CH2:7][CH2:8][C:9]1[CH:14]=[CH:13][C:12]([C:25]2[CH:26]=[CH:27][C:22]([C:20]([O:19][CH3:18])=[O:21])=[CH:23][CH:24]=2)=[CH:11][CH:10]=1)=[O:4]. (3) Given the reactants C[O-].[K+].C([S:7][CH:8]([CH2:13][CH2:14][CH2:15][CH2:16]Br)[C:9]([O:11][CH3:12])=[O:10])(=O)C, predict the reaction product. The product is: [S:7]1[CH2:16][CH2:15][CH2:14][CH2:13][CH:8]1[C:9]([O:11][CH3:12])=[O:10]. (4) Given the reactants C[Si]([N-][Si](C)(C)C)(C)C.[Li+].[CH3:11][N:12]1[C:17]2[CH:18]=[CH:19][C:20]([NH:22][C:23](=[O:32])[O:24][CH2:25][C:26]3C=CC=CC=3)=[CH:21][C:16]=2[CH2:15][O:14][C:13]1=[O:33].[C:34](OC[C@@H]1OC1)(=[O:38])CCC, predict the reaction product. The product is: [OH:38][CH2:34][C@@H:25]1[O:24][C:23](=[O:32])[N:22]([C:20]2[CH:19]=[CH:18][C:17]3[N:12]([CH3:11])[C:13](=[O:33])[O:14][CH2:15][C:16]=3[CH:21]=2)[CH2:26]1. (5) Given the reactants [NH2:1][CH2:2][C:3]1[O:4][CH:5]=[C:6]([O:10][CH2:11][C:12]2[CH:17]=[CH:16][CH:15]=[CH:14][CH:13]=2)[C:7](=[O:9])[CH:8]=1.[CH3:18][C:19]1[CH:20]=[C:21]([S:25](Cl)(=[O:27])=[O:26])[CH:22]=[CH:23][CH:24]=1.C(OC1C(=O)C=C(CNS(C2C=CC=CC=2)(=O)=O)OC=1)C1C=CC=CC=1, predict the reaction product. The product is: [CH2:11]([O:10][C:6]1[C:7](=[O:9])[CH:8]=[C:3]([CH2:2][NH:1][S:25]([C:21]2[CH:22]=[CH:23][CH:24]=[C:19]([CH3:18])[CH:20]=2)(=[O:27])=[O:26])[O:4][CH:5]=1)[C:12]1[CH:17]=[CH:16][CH:15]=[CH:14][CH:13]=1. (6) Given the reactants [CH:1]1([C@@H:6]2[NH:11][C:10](=[O:12])[C@H:9]([CH2:13][CH:14]([CH3:16])[CH3:15])[NH:8][CH2:7]2)[CH2:5][CH2:4][CH2:3][CH2:2]1.[Cl:17][C:18]1[CH:23]=[CH:22][C:21]([C:24]2[O:28][N:27]=[C:26]([C:29](O)=[O:30])[CH:25]=2)=[CH:20][C:19]=1[F:32].C([C@@H]1N(C(=O)/C=C/C2C=CC=CC=2)C[C@H](CC(C)C)NC1=O)C(C)C, predict the reaction product. The product is: [Cl:17][C:18]1[CH:23]=[CH:22][C:21]([C:24]2[O:28][N:27]=[C:26]([C:29]([N:8]3[CH2:7][C@H:6]([CH:1]4[CH2:2][CH2:3][CH2:4][CH2:5]4)[NH:11][C:10](=[O:12])[C@@H:9]3[CH2:13][CH:14]([CH3:16])[CH3:15])=[O:30])[CH:25]=2)=[CH:20][C:19]=1[F:32]. (7) Given the reactants [CH:1]([O:4][C:5]1[CH:6]=[C:7]([N:14]2[CH2:19][CH2:18][N:17]([C:20](=[O:22])[CH3:21])[CH2:16][CH2:15]2)[CH:8]=[CH:9][C:10]=1[N+:11]([O-])=O)([CH3:3])[CH3:2], predict the reaction product. The product is: [NH2:11][C:10]1[CH:9]=[CH:8][C:7]([N:14]2[CH2:19][CH2:18][N:17]([C:20](=[O:22])[CH3:21])[CH2:16][CH2:15]2)=[CH:6][C:5]=1[O:4][CH:1]([CH3:3])[CH3:2]. (8) Given the reactants Cl[C:2]([O:4][CH3:5])=[O:3].FC(F)(F)C(O)=O.[NH2:13][CH2:14][CH2:15][NH:16][C:17]1[N:26]=[C:25]([N:27]([C:29]2[CH:34]=[CH:33][C:32]([O:35][CH3:36])=[CH:31][CH:30]=2)[CH3:28])[C:24]2[C:19](=[CH:20][CH:21]=[C:22]([CH3:37])[CH:23]=2)[N:18]=1.CCN(C(C)C)C(C)C, predict the reaction product. The product is: [CH3:5][O:4][C:2](=[O:3])[NH:13][CH2:14][CH2:15][NH:16][C:17]1[N:26]=[C:25]([N:27]([C:29]2[CH:30]=[CH:31][C:32]([O:35][CH3:36])=[CH:33][CH:34]=2)[CH3:28])[C:24]2[C:19](=[CH:20][CH:21]=[C:22]([CH3:37])[CH:23]=2)[N:18]=1. (9) Given the reactants P12(SP3(SP(SP(S3)(S1)=S)(=S)S2)=S)=S.C(N)=O.Br[CH2:19][C:20]([C:22]1[CH:27]=[CH:26][C:25]([OH:28])=[C:24]([F:29])[CH:23]=1)=O.[CH:30]([NH2:32])=[S:31].[OH-].[Na+], predict the reaction product. The product is: [F:29][C:24]1[CH:23]=[C:22]([C:20]2[N:32]=[CH:30][S:31][CH:19]=2)[CH:27]=[CH:26][C:25]=1[OH:28].